This data is from Full USPTO retrosynthesis dataset with 1.9M reactions from patents (1976-2016). The task is: Predict the reactants needed to synthesize the given product. (1) The reactants are: Cl[C:2]1[CH:7]=[C:6]([Cl:8])[N:5]=[CH:4][N:3]=1.[Cl:9][C:10]1[C:18]2[N:17]=[C:16]([CH3:19])[NH:15][C:14]=2[CH:13]=[CH:12][C:11]=1[OH:20].C(=O)([O-])[O-].[K+].[K+].O. Given the product [Cl:9][C:10]1[C:18]2[N:17]=[C:16]([CH3:19])[NH:15][C:14]=2[CH:13]=[CH:12][C:11]=1[O:20][C:2]1[CH:7]=[C:6]([Cl:8])[N:5]=[CH:4][N:3]=1, predict the reactants needed to synthesize it. (2) Given the product [CH2:1]([O:8][C:9]([N:11]1[CH2:16][CH2:15][CH:14]([CH:17]=[O:18])[CH2:13][CH2:12]1)=[O:10])[C:2]1[CH:7]=[CH:6][CH:5]=[CH:4][CH:3]=1, predict the reactants needed to synthesize it. The reactants are: [CH2:1]([O:8][C:9]([N:11]1[CH2:16][CH2:15][CH:14]([CH2:17][OH:18])[CH2:13][CH2:12]1)=[O:10])[C:2]1[CH:7]=[CH:6][CH:5]=[CH:4][CH:3]=1.CCOCC.[OH-].[Na+]. (3) Given the product [Cl:15][C:16]1[CH:21]=[C:20]([Cl:22])[CH:19]=[C:18]([CH3:23])[C:17]=1[S:24]([NH:13][C:11]1[S:10][CH:9]=[C:8]([C:6]2[CH:5]=[CH:4][C:3]([F:14])=[C:2]([CH3:1])[CH:7]=2)[N:12]=1)(=[O:26])=[O:25], predict the reactants needed to synthesize it. The reactants are: [CH3:1][C:2]1[CH:7]=[C:6]([C:8]2[N:12]=[C:11]([NH2:13])[S:10][CH:9]=2)[CH:5]=[CH:4][C:3]=1[F:14].[Cl:15][C:16]1[CH:21]=[C:20]([Cl:22])[CH:19]=[C:18]([CH3:23])[C:17]=1[S:24](Cl)(=[O:26])=[O:25]. (4) The reactants are: [S:1]1[CH:5]=[CH:4][CH:3]=[C:2]1[CH:6]1[CH2:11][CH2:10][N:9]([CH2:12][C:13]([C:15]2[CH:16]=[C:17]3[C:22](=[CH:23][CH:24]=2)[NH:21][C:20](=[O:25])[CH2:19][CH2:18]3)=[O:14])[CH2:8][CH2:7]1.[BH4-].[Na+].C(=O)([O-])O.[Na+]. Given the product [OH:14][CH:13]([C:15]1[CH:16]=[C:17]2[C:22](=[CH:23][CH:24]=1)[NH:21][C:20](=[O:25])[CH2:19][CH2:18]2)[CH2:12][N:9]1[CH2:10][CH2:11][CH:6]([C:2]2[S:1][CH:5]=[CH:4][CH:3]=2)[CH2:7][CH2:8]1, predict the reactants needed to synthesize it. (5) Given the product [CH3:1][O:2][C:3](=[O:34])[CH2:4][O:5][C:6]1[CH:15]=[CH:14][C:13]([F:16])=[C:12]2[C:7]=1[C:8]([O:33][CH:47]([F:49])[F:48])=[C:9]([CH2:19][C:20]1[CH:21]=[CH:22][C:23]([C:26]([N:28]3[CH2:29][CH2:30][CH2:31][CH2:32]3)=[O:27])=[CH:24][CH:25]=1)[C:10]([CH2:17][CH3:18])=[N:11]2, predict the reactants needed to synthesize it. The reactants are: [CH3:1][O:2][C:3](=[O:34])[CH2:4][O:5][C:6]1[CH:15]=[CH:14][C:13]([F:16])=[C:12]2[C:7]=1[C:8](=[O:33])[C:9]([CH2:19][C:20]1[CH:25]=[CH:24][C:23]([C:26]([N:28]3[CH2:32][CH2:31][CH2:30][CH2:29]3)=[O:27])=[CH:22][CH:21]=1)=[C:10]([CH2:17][CH3:18])[NH:11]2.CN(C)C=O.C(=O)([O-])[O-].[K+].[K+].Cl[C:47](OC(=O)C)([F:49])[F:48].